This data is from Cav3 T-type calcium channel HTS with 100,875 compounds. The task is: Binary Classification. Given a drug SMILES string, predict its activity (active/inactive) in a high-throughput screening assay against a specified biological target. (1) The compound is S(CC(=O)NC1CCCC1)c1sc(NC(=O)c2occc2)nn1. The result is 0 (inactive). (2) The molecule is s1c(C(=O)N(C(C(=O)NC2CCCCC2)c2cc3c(nccc3)cc2)Cc2ccccc2)ccc1. The result is 0 (inactive). (3) The compound is O=C(NC1CC2N(C(CC2)C1)Cc1n(nnn1)C(C)(C)C)Nc1ccccc1. The result is 0 (inactive). (4) The molecule is o1c(c(nc1c1cc(OC)ccc1)CS(=O)CC(=O)NCCCOC)C. The result is 0 (inactive).